From a dataset of Peptide-MHC class II binding affinity with 134,281 pairs from IEDB. Regression. Given a peptide amino acid sequence and an MHC pseudo amino acid sequence, predict their binding affinity value. This is MHC class II binding data. The peptide sequence is IAFFRKEPLKECGGI. The MHC is HLA-DPA10103-DPB10301 with pseudo-sequence HLA-DPA10103-DPB10301. The binding affinity (normalized) is 0.232.